This data is from Full USPTO retrosynthesis dataset with 1.9M reactions from patents (1976-2016). The task is: Predict the reactants needed to synthesize the given product. (1) Given the product [Br:15][CH:9]1[CH2:8][CH2:7][C:6]2[C:11](=[CH:12][C:3]([O:2][CH3:1])=[CH:4][C:5]=2[CH3:14])[C:10]1=[O:13], predict the reactants needed to synthesize it. The reactants are: [CH3:1][O:2][C:3]1[CH:12]=[C:11]2[C:6]([CH2:7][CH2:8][CH2:9][C:10]2=[O:13])=[C:5]([CH3:14])[CH:4]=1.[Br:15]Br. (2) Given the product [CH2:1]([O:3][C:4](=[O:20])[C:5]1[CH:17]=[C:16]([CH:18]=[O:19])[CH:15]=[C:7]([C:8]([N:10]([CH3:14])[CH2:11][CH2:12][CH3:13])=[O:9])[CH:6]=1)[CH3:2], predict the reactants needed to synthesize it. The reactants are: [CH2:1]([O:3][C:4](=[O:20])[C:5]1[CH:17]=[C:16]([CH2:18][OH:19])[CH:15]=[C:7]([C:8]([N:10]([CH3:14])[CH2:11][CH2:12][CH3:13])=[O:9])[CH:6]=1)[CH3:2].C(Cl)(=O)C(Cl)=O.CS(C)=O.C(N(CC)CC)C. (3) Given the product [C:4]([O:3][C:1]([NH:8][C:9]1[CH:10]=[CH:11][C:12]([NH:15][CH2:26][C:27]([O:29][CH2:30][CH3:31])=[O:28])=[CH:13][CH:14]=1)=[O:2])([CH3:7])([CH3:6])[CH3:5], predict the reactants needed to synthesize it. The reactants are: [C:1]([NH:8][C:9]1[CH:14]=[CH:13][C:12]([NH2:15])=[CH:11][CH:10]=1)([O:3][C:4]([CH3:7])([CH3:6])[CH3:5])=[O:2].C(N(CC)C(C)C)(C)C.Br[CH2:26][C:27]([O:29][CH2:30][CH3:31])=[O:28]. (4) Given the product [CH2:1]([O:3][C:4](=[O:21])[C:5]1[CH:10]=[C:9]([O:11][C:12]([F:13])([F:14])[F:15])[C:8]([CH:16]=[O:19])=[CH:7][C:6]=1[NH2:20])[CH3:2], predict the reactants needed to synthesize it. The reactants are: [CH2:1]([O:3][C:4](=[O:21])[C:5]1[CH:10]=[C:9]([O:11][C:12]([F:15])([F:14])[F:13])[C:8]([CH:16]([OH:19])CO)=[CH:7][C:6]=1[NH2:20])[CH3:2].C(OC(=O)C1C=C(C(F)(F)F)C(C=O)=CC=1N)C. (5) Given the product [C:39]([CH2:40][CH2:41][NH:42][C:8]([C:7]1[CH:6]=[C:5]([CH:13]=[CH:12][CH:11]=1)[C:3]([O:2][CH3:1])=[O:4])=[O:10])#[N:38], predict the reactants needed to synthesize it. The reactants are: [CH3:1][O:2][C:3]([C:5]1[CH:6]=[C:7]([CH:11]=[CH:12][CH:13]=1)[C:8]([OH:10])=O)=[O:4].CN(C(ON1N=NC2C=CC=NC1=2)=[N+](C)C)C.F[P-](F)(F)(F)(F)F.[NH2:38][CH2:39][CH2:40][C:41]#[N:42].CCN(C(C)C)C(C)C. (6) The reactants are: C(OC([N:8]1[C:13](=[O:14])[CH:12]=[C:11]([NH:15][CH2:16][CH:17](OCC)OCC)[CH2:10][CH2:9]1)=O)(C)(C)C.[C:24]([OH:30])([C:26]([F:29])([F:28])[F:27])=[O:25].CC(OC)(C)C. Given the product [F:27][C:26]([F:29])([F:28])[C:24]([OH:30])=[O:25].[NH:15]1[C:11]2[CH2:10][CH2:9][NH:8][C:13](=[O:14])[C:12]=2[CH:17]=[CH:16]1, predict the reactants needed to synthesize it. (7) The reactants are: [NH2:1][C:2]1[N:3]([CH3:32])[C:4](=[O:31])[C:5]([C:20]2[CH:21]=[C:22]([CH:29]=O)[N:23]([CH2:25][CH2:26][CH2:27][F:28])[CH:24]=2)([C:7]2[CH:12]=[CH:11][CH:10]=[C:9]([C:13]3[C:14]([F:19])=[N:15][CH:16]=[CH:17][CH:18]=3)[CH:8]=2)[N:6]=1.Cl.[NH2:34][OH:35]. Given the product [NH2:1][C:2]1[N:3]([CH3:32])[C:4](=[O:31])[C:5]([C:20]2[CH:21]=[C:22]([CH:29]=[N:34][OH:35])[N:23]([CH2:25][CH2:26][CH2:27][F:28])[CH:24]=2)([C:7]2[CH:12]=[CH:11][CH:10]=[C:9]([C:13]3[C:14]([F:19])=[N:15][CH:16]=[CH:17][CH:18]=3)[CH:8]=2)[N:6]=1, predict the reactants needed to synthesize it. (8) The reactants are: C([O:8][C:9]1[CH:14]=[C:13](I)[CH:12]=[CH:11][C:10]=1[N:16]1[S:20](=[O:22])(=[O:21])[NH:19][C:18](=[O:23])[CH2:17]1)C1C=CC=CC=1.[C:24]([OH:30])(=[O:29])[CH2:25][CH2:26][CH:27]=[CH2:28]. Given the product [OH:8][C:9]1[CH:14]=[C:13]([CH2:28][CH2:27][CH2:26][CH2:25][C:24]([OH:30])=[O:29])[CH:12]=[CH:11][C:10]=1[N:16]1[CH2:17][C:18](=[O:23])[NH:19][S:20]1(=[O:21])=[O:22], predict the reactants needed to synthesize it. (9) Given the product [CH3:50][N:51]([CH3:52])[CH2:53][CH2:54][CH2:55][NH:56][C:23]([C:7]1[N:8]=[C:9]([NH:11][C:12]([C:14]2[N:15]([CH3:22])[CH:16]=[C:17]([N+:19]([O-:21])=[O:20])[CH:18]=2)=[O:13])[S:10][C:6]=1[CH2:1][CH2:2][CH:3]([CH3:5])[CH3:4])=[O:24], predict the reactants needed to synthesize it. The reactants are: [CH2:1]([C:6]1[S:10][C:9]([NH:11][C:12]([C:14]2[N:15]([CH3:22])[CH:16]=[C:17]([N+:19]([O-:21])=[O:20])[CH:18]=2)=[O:13])=[N:8][C:7]=1[C:23](O)=[O:24])[CH2:2][CH:3]([CH3:5])[CH3:4].CN(C(ON1N=NC2C=CC=CC1=2)=[N+](C)C)C.F[P-](F)(F)(F)(F)F.[CH3:50][N:51]([CH2:53][CH2:54][CH2:55][NH2:56])[CH3:52]. (10) Given the product [I:1][C:2]1[CH:7]=[CH:6][C:5]([CH:8]=[O:9])=[CH:4][C:3]=1[O:10][CH2:11][CH2:12][CH3:13], predict the reactants needed to synthesize it. The reactants are: [I:1][C:2]1[CH:7]=[CH:6][C:5]([CH2:8][OH:9])=[CH:4][C:3]=1[O:10][CH2:11][CH2:12][CH3:13].